This data is from Forward reaction prediction with 1.9M reactions from USPTO patents (1976-2016). The task is: Predict the product of the given reaction. Given the reactants [F:1][C:2]1[N:7]=[CH:6][C:5]([CH:8]([OH:27])[CH:9]([CH2:13][C:14]2[CH:19]=[CH:18][CH:17]=[C:16]([O:20][C:21]([F:26])([F:25])[CH:22]([F:24])[F:23])[CH:15]=2)C(O)=O)=[CH:4][CH:3]=1.C1(P(N=[N+]=[N-])(C2C=CC=CC=2)=O)C=CC=CC=1.C([N:47]([CH2:50]C)CC)C.[OH2:52], predict the reaction product. The product is: [F:1][C:2]1[N:7]=[CH:6][C:5]([CH:8]2[O:27][C:50](=[O:52])[NH:47][CH:9]2[CH2:13][C:14]2[CH:19]=[CH:18][CH:17]=[C:16]([O:20][C:21]([F:25])([F:26])[CH:22]([F:23])[F:24])[CH:15]=2)=[CH:4][CH:3]=1.